Dataset: Forward reaction prediction with 1.9M reactions from USPTO patents (1976-2016). Task: Predict the product of the given reaction. (1) Given the reactants [NH2:1][C:2]1[CH:7]=[CH:6][C:5]([C:8]2[CH:9]=[CH:10][N:11]3[C:16]([C:17]=2[CH3:18])=[C:15]([CH:19]2[CH2:21][CH2:20]2)[CH:14]=[C:13]([C:22]([O:24][CH2:25][CH3:26])=[O:23])[C:12]3=[O:27])=[CH:4][CH:3]=1.CI.[C:30](=O)([O-])[O-].[K+].[K+].O, predict the reaction product. The product is: [CH:19]1([C:15]2[CH:14]=[C:13]([C:22]([O:24][CH2:25][CH3:26])=[O:23])[C:12](=[O:27])[N:11]3[C:16]=2[C:17]([CH3:18])=[C:8]([C:5]2[CH:4]=[CH:3][C:2]([NH:1][CH3:30])=[CH:7][CH:6]=2)[CH:9]=[CH:10]3)[CH2:21][CH2:20]1. (2) Given the reactants [Cl:1][C:2]1[CH:3]=[C:4]2[C:12](=[CH:13][CH:14]=1)[O:11][C:7]1([CH2:10][CH2:9][CH2:8]1)[CH2:6]/[C:5]/2=[CH:15]\[C:16](OCC)=[O:17].[CH:21]1([O:26][C:27]2[CH:33]=[CH:32][CH:31]=[CH:30][C:28]=2[NH2:29])[CH2:25][CH2:24][CH2:23][CH2:22]1.CCN=C=NCCCN(C)C.Cl.C1C=CC2N(O)N=NC=2C=1.C(N(CC)CC)C, predict the reaction product. The product is: [Cl:1][C:2]1[CH:3]=[C:4]2[C:12](=[CH:13][CH:14]=1)[O:11][C:7]1([CH2:10][CH2:9][CH2:8]1)[CH2:6]/[C:5]/2=[CH:15]\[C:16]([NH:29][C:28]1[CH:30]=[CH:31][CH:32]=[CH:33][C:27]=1[O:26][CH:21]1[CH2:25][CH2:24][CH2:23][CH2:22]1)=[O:17].